Dataset: Peptide-MHC class I binding affinity with 185,985 pairs from IEDB/IMGT. Task: Regression. Given a peptide amino acid sequence and an MHC pseudo amino acid sequence, predict their binding affinity value. This is MHC class I binding data. (1) The peptide sequence is KEPVESCPL. The MHC is HLA-B44:02 with pseudo-sequence HLA-B44:02. The binding affinity (normalized) is 0. (2) The peptide sequence is KTGSACLLV. The MHC is Mamu-A01 with pseudo-sequence Mamu-A01. The binding affinity (normalized) is 0.426. (3) The peptide sequence is KQYIVATLM. The MHC is HLA-A02:01 with pseudo-sequence HLA-A02:01. The binding affinity (normalized) is 0.0183.